From a dataset of Full USPTO retrosynthesis dataset with 1.9M reactions from patents (1976-2016). Predict the reactants needed to synthesize the given product. (1) Given the product [CH2:6]=[CH:7][C:8]1[CH:13]=[CH:12][CH:11]=[CH:10][CH:9]=1.[CH2:19]=[CH:20][C:21](=[CH2:22])[CH3:23].[CH2:6]=[CH:7][C:8]1[CH:13]=[CH:12][CH:11]=[CH:10][CH:9]=1, predict the reactants needed to synthesize it. The reactants are: C([Li])(CC)C.[CH2:6]=[CH:7][C:8]1[CH:13]=[CH:12][CH:11]=[CH:10][CH:9]=1.O1CCCC1.[CH2:19]=[CH:20][C:21](=[CH2:23])[CH3:22]. (2) Given the product [CH2:1]([O:8][C:9]([NH:11][C:12]1[NH:13][C:14](=[O:36])[C:41]2[N:42]=[CH:43][N:44]([CH2:47][C:48]([N:50]([CH2:61][C:62]([OH:64])=[O:63])[CH2:51][CH2:52][NH:53][C:54]([O:56][C:57]([CH3:60])([CH3:58])[CH3:59])=[O:55])=[O:49])[C:45]=2[N:46]=1)=[O:10])[C:2]1[CH:7]=[CH:6][CH:5]=[CH:4][CH:3]=1, predict the reactants needed to synthesize it. The reactants are: [CH2:1]([O:8][C:9]([NH:11][C:12]1C=CN(CC(N(CC(O)=O)CCNC(OC(C)(C)C)=O)=O)[C:14](=[O:36])[N:13]=1)=[O:10])[C:2]1[CH:7]=[CH:6][CH:5]=[CH:4][CH:3]=1.NC1[N:46]=[C:45]2[C:41]([N:42]=[CH:43][N:44]2[CH2:47][C:48]([N:50]([CH2:61][C:62]([OH:64])=[O:63])[CH2:51][CH2:52][NH:53][C:54]([O:56][C:57]([CH3:60])([CH3:59])[CH3:58])=[O:55])=[O:49])=C(NC(OCC2C=CC=CC=2)=O)N=1.C(OC(NCCN(CC(OCC)=O)C(=O)CN1C=NC2C1=NC(N)=NC=2N)=O)(C)(C)C.NC1NC(=O)N=C2C=1N=CN2CC(N(CC(OCC)=O)CCNC(OC(C)(C)C)=O)=O.C(OC(NCCN(CC(O)=O)C(=O)CN1C=C(C)C(=O)NC1=O)=O)(C)(C)C. (3) Given the product [CH3:1][C:2]1[NH:3][C:4]2[C:9]([CH:10]=1)=[C:8]([CH2:11][CH2:12][CH:13]([OH:14])[CH2:15][N:35]1[CH2:36][CH:28]3[N:27]([C:18]4[CH:19]=[CH:20][C:21]5[C:26](=[CH:25][CH:24]=[CH:23][CH:22]=5)[CH:17]=4)[CH2:34][CH:33]1[CH2:32][CH:31]=[CH:30][CH2:29]3)[C:7]([CH3:16])=[CH:6][CH:5]=2, predict the reactants needed to synthesize it. The reactants are: [CH3:1][C:2]1[NH:3][C:4]2[C:9]([CH:10]=1)=[C:8]([CH2:11][CH2:12][CH:13]1[CH2:15][O:14]1)[C:7]([CH3:16])=[CH:6][CH:5]=2.[CH:17]1[C:26]2[C:21](=[CH:22][CH:23]=[CH:24][CH:25]=2)[CH:20]=[CH:19][C:18]=1[N:27]1[CH2:34][C@H:33]2[NH:35][CH2:36][C@@H:28]1[CH2:29][CH:30]=[CH:31][CH2:32]2.CCN(C(C)C)C(C)C. (4) Given the product [Br:1][C:2]1[C:3]([O:11][CH3:12])=[C:4]2[C:8](=[CH:9][CH:10]=1)[N:7]([CH2:16][O:17][CH2:18][CH2:19][Si:20]([CH3:23])([CH3:22])[CH3:21])[N:6]=[CH:5]2, predict the reactants needed to synthesize it. The reactants are: [Br:1][C:2]1[C:3]([O:11][CH3:12])=[C:4]2[C:8](=[CH:9][CH:10]=1)[NH:7][N:6]=[CH:5]2.[H-].[Na+].Cl[CH2:16][O:17][CH2:18][CH2:19][Si:20]([CH3:23])([CH3:22])[CH3:21]. (5) Given the product [NH:36]1[CH:40]=[CH:39][N:38]=[C:37]1[NH:41][C:42]([N:24]1[CH2:23][CH2:22][CH:21]([N:10]([CH2:9][C:3]2[C:2]([CH3:1])=[CH:7][C:6]([CH3:8])=[CH:5][N:4]=2)[CH:11]2[C:20]3[N:19]=[CH:18][CH:17]=[CH:16][C:15]=3[CH2:14][CH2:13][CH2:12]2)[CH2:26][CH2:25]1)=[O:43], predict the reactants needed to synthesize it. The reactants are: [CH3:1][C:2]1[C:3]([CH2:9][N:10]([CH:21]2[CH2:26][CH2:25][NH:24][CH2:23][CH2:22]2)[CH:11]2[C:20]3[N:19]=[CH:18][CH:17]=[CH:16][C:15]=3[CH2:14][CH2:13][CH2:12]2)=[N:4][CH:5]=[C:6]([CH3:8])[CH:7]=1.CCN(C(C)C)C(C)C.[NH:36]1[CH:40]=[CH:39][N:38]=[C:37]1[NH:41][C:42](N1C=CN=C1)=[O:43]. (6) Given the product [F:16][C:17]1[CH:22]=[CH:21][C:20]([C:9](=[O:11])[CH2:8][C:5]2[CH:4]=[CH:3][C:2]([F:1])=[CH:7][CH:6]=2)=[CH:19][CH:18]=1, predict the reactants needed to synthesize it. The reactants are: [F:1][C:2]1[CH:7]=[CH:6][C:5]([CH2:8][C:9]([OH:11])=O)=[CH:4][CH:3]=1.[Al+3].[Cl-].[Cl-].[Cl-].[F:16][C:17]1[CH:22]=[CH:21][CH:20]=[CH:19][CH:18]=1. (7) Given the product [C:1]1([S:7]([C:10]2[CH:11]=[C:12]3[C:17](=[CH:18][CH:19]=2)[C:16]([CH2:20][NH:21][C:22](=[O:24])[CH3:23])=[CH:15][CH:14]=[CH:13]3)(=[O:9])=[O:8])[CH:2]=[CH:3][CH:4]=[CH:5][CH:6]=1, predict the reactants needed to synthesize it. The reactants are: [C:1]1([S:7]([C:10]2[CH:11]=[C:12]3[C:17](=[CH:18][CH:19]=2)[C:16]([CH2:20][NH2:21])=[CH:15][CH:14]=[CH:13]3)(=[O:9])=[O:8])[CH:6]=[CH:5][CH:4]=[CH:3][CH:2]=1.[C:22](Cl)(=[O:24])[CH3:23].